This data is from Catalyst prediction with 721,799 reactions and 888 catalyst types from USPTO. The task is: Predict which catalyst facilitates the given reaction. (1) Reactant: I[CH2:2][CH2:3][C:4]([C:7]([C:10]([S:13]([O:15][Na])=[O:14])([F:12])[F:11])([F:9])[F:8])([F:6])[F:5].[OH-].[K+]. Product: [CH2:2]=[CH:3][C:4]([C:7]([C:10]([S:13]([OH:15])=[O:14])([F:11])[F:12])([F:8])[F:9])([F:6])[F:5]. The catalyst class is: 8. (2) Reactant: [F:1][C:2]1[CH:3]=[C:4]([NH:21][C:22]([C:24]2([C:27](O)=[O:28])[CH2:26][CH2:25]2)=[O:23])[CH:5]=[CH:6][C:7]=1[O:8][C:9]1[CH:14]=[CH:13][N:12]=[C:11]([C:15]2[CH:16]=[N:17][N:18]([CH3:20])[CH:19]=2)[CH:10]=1.CN(C(ON1N=NC2C=CC=CC1=2)=[N+](C)C)C.[B-](F)(F)(F)F.[F:52][C:53]1[CH:58]=[CH:57][C:56]([C@@H:59]([NH2:63])[CH2:60][O:61][CH3:62])=[CH:55][CH:54]=1.CCN(C(C)C)C(C)C. Product: [F:1][C:2]1[CH:3]=[C:4]([NH:21][C:22]([C:24]2([C:27]([NH:63][C@H:59]([C:56]3[CH:57]=[CH:58][C:53]([F:52])=[CH:54][CH:55]=3)[CH2:60][O:61][CH3:62])=[O:28])[CH2:25][CH2:26]2)=[O:23])[CH:5]=[CH:6][C:7]=1[O:8][C:9]1[CH:14]=[CH:13][N:12]=[C:11]([C:15]2[CH:16]=[N:17][N:18]([CH3:20])[CH:19]=2)[CH:10]=1. The catalyst class is: 3. (3) Reactant: [N+:1]([C:4]1[CH:5]=[C:6]([C:14]([N:16]2[CH2:21][CH2:20][N:19]([CH:22]([CH3:24])[CH3:23])[CH2:18][CH2:17]2)=[O:15])[CH:7]=[C:8]([C:10]([F:13])([F:12])[F:11])[CH:9]=1)([O-])=O. Product: [NH2:1][C:4]1[CH:5]=[C:6]([C:14]([N:16]2[CH2:21][CH2:20][N:19]([CH:22]([CH3:24])[CH3:23])[CH2:18][CH2:17]2)=[O:15])[CH:7]=[C:8]([C:10]([F:11])([F:12])[F:13])[CH:9]=1. The catalyst class is: 171. (4) Reactant: C[Si]([N-][Si](C)(C)C)(C)C.[Li+].[C:11](#[N:13])[CH3:12].[CH3:14][N:15]1[C:19]([NH:20][C:21]([C:34]2[CH:39]=[CH:38][CH:37]=[CH:36][CH:35]=2)([C:28]2[CH:33]=[CH:32][CH:31]=[CH:30][CH:29]=2)[C:22]2[CH:27]=[CH:26][CH:25]=[CH:24][CH:23]=2)=[C:18]([CH:40]=[O:41])[CH:17]=[N:16]1.S([O-])(O)(=O)=O.[K+]. Product: [OH:41][CH:40]([C:18]1[CH:17]=[N:16][N:15]([CH3:14])[C:19]=1[NH:20][C:21]([C:28]1[CH:33]=[CH:32][CH:31]=[CH:30][CH:29]=1)([C:34]1[CH:35]=[CH:36][CH:37]=[CH:38][CH:39]=1)[C:22]1[CH:27]=[CH:26][CH:25]=[CH:24][CH:23]=1)[CH2:12][C:11]#[N:13]. The catalyst class is: 1. (5) Reactant: [BH4-].[Li+].[CH3:3][C:4]1[CH:5]=[C:6]2[C:10](=[CH:11][C:12]=1[CH3:13])[C:9](=[O:14])[N:8]([C:15]1[CH:20]=[CH:19][C:18]([F:21])=[CH:17][CH:16]=1)[CH:7]2[CH2:22][C:23](OCC)=[O:24].O. Product: [CH3:3][C:4]1[CH:5]=[C:6]2[C:10](=[CH:11][C:12]=1[CH3:13])[C:9](=[O:14])[N:8]([C:15]1[CH:20]=[CH:19][C:18]([F:21])=[CH:17][CH:16]=1)[CH:7]2[CH2:22][CH2:23][OH:24]. The catalyst class is: 7. (6) Reactant: [C:1]([C:5]1[CH:6]=[C:7]([NH2:28])[N:8]([C:10]2[CH:15]=[C:14]([O:16][Si:17]([CH:24]([CH3:26])[CH3:25])([CH:21]([CH3:23])[CH3:22])[CH:18]([CH3:20])[CH3:19])[CH:13]=[C:12]([CH3:27])[CH:11]=2)[N:9]=1)([CH3:4])([CH3:3])[CH3:2].[OH-].[Na+].Cl[C:32]([O:34][CH2:35][C:36]([Cl:39])([Cl:38])[Cl:37])=[O:33]. Product: [Cl:37][C:36]([Cl:39])([Cl:38])[CH2:35][O:34][C:32](=[O:33])[NH:28][C:7]1[N:8]([C:10]2[CH:15]=[C:14]([O:16][Si:17]([CH:18]([CH3:20])[CH3:19])([CH:24]([CH3:26])[CH3:25])[CH:21]([CH3:22])[CH3:23])[CH:13]=[C:12]([CH3:27])[CH:11]=2)[N:9]=[C:5]([C:1]([CH3:2])([CH3:3])[CH3:4])[CH:6]=1. The catalyst class is: 13. (7) Reactant: [C:1]([O:4][C:5]1[CH:10]=[C:9]([CH3:11])[C:8]([Br:12])=[C:7]([CH2:13]Br)[CH:6]=1)(=[O:3])[CH3:2].[C:15]([O-:18])(=[O:17])[CH3:16].[Na+].C(OCC)(=O)C. Product: [C:15]([O:18][CH2:13][C:7]1[CH:6]=[C:5]([O:4][C:1](=[O:3])[CH3:2])[CH:10]=[C:9]([CH3:11])[C:8]=1[Br:12])(=[O:17])[CH3:16]. The catalyst class is: 9.